From a dataset of Forward reaction prediction with 1.9M reactions from USPTO patents (1976-2016). Predict the product of the given reaction. (1) The product is: [CH3:20][O:19][C:7]1[C:8]2[C:13](=[CH:12][CH:11]=[CH:10][CH:9]=2)[C:14]([N+:16]([O-:18])=[O:17])=[CH:15][C:6]=1[S:5][CH2:1][CH2:2][OH:24]. Given the reactants [CH2:1]([S:5][C:6]1[CH:15]=[C:14]([N+:16]([O-:18])=[O:17])[C:13]2[C:8](=[CH:9][CH:10]=[CH:11][CH:12]=2)[C:7]=1[O:19][CH3:20])[CH2:2]CC.SCC[OH:24], predict the reaction product. (2) Given the reactants Br[CH2:2][C:3]1[CH:8]=[CH:7][C:6]([C:9]2[CH:13]=[C:12]([C:14]([NH2:16])=[O:15])[O:11][N:10]=2)=[CH:5][CH:4]=1.[F:17][C:18]1[CH:19]=[CH:20][C:21]([CH3:25])=[C:22]([OH:24])[CH:23]=1.C([O-])([O-])=O.[K+].[K+], predict the reaction product. The product is: [F:17][C:18]1[CH:19]=[CH:20][C:21]([CH3:25])=[C:22]([CH:23]=1)[O:24][CH2:2][C:3]1[CH:8]=[CH:7][C:6]([C:9]2[CH:13]=[C:12]([C:14]([NH2:16])=[O:15])[O:11][N:10]=2)=[CH:5][CH:4]=1. (3) Given the reactants [CH3:1][O:2][C:3]1[CH:4]=[C:5]([C:11]#[C:12][C:13]2[C:21]3[C:20]([NH2:22])=[N:19][CH:18]=[N:17][C:16]=3[N:15]([C@H:23]3[CH2:27][CH2:26][NH:25][CH2:24]3)[CH:14]=2)[CH:6]=[C:7]([O:9][CH3:10])[CH:8]=1.CCN(C(C)C)C(C)C.[Br:37][CH2:38][CH:39]=[CH:40][C:41](Cl)=[O:42].C(=O)(O)[O-].[Na+], predict the reaction product. The product is: [NH2:22][C:20]1[C:21]2[C:13]([C:12]#[C:11][C:5]3[CH:4]=[C:3]([O:2][CH3:1])[CH:8]=[C:7]([O:9][CH3:10])[CH:6]=3)=[CH:14][N:15]([C@H:23]3[CH2:27][CH2:26][N:25]([C:41](=[O:42])[CH:40]=[CH:39][CH2:38][Br:37])[CH2:24]3)[C:16]=2[N:17]=[CH:18][N:19]=1. (4) Given the reactants Cl[C:2]1[C:7](=[O:8])[C:6]([O:9][CH3:10])=[CH:5][N:4]([CH2:11][CH:12]2[CH2:14][CH2:13]2)[N:3]=1.[C:15]1([N:21]2[C:25](B3OC(C)(C)C(C)(C)O3)=[CH:24][CH:23]=[N:22]2)[CH:20]=[CH:19][CH:18]=[CH:17][CH:16]=1.C(=O)([O-])[O-].[K+].[K+], predict the reaction product. The product is: [CH:12]1([CH2:11][N:4]2[CH:5]=[C:6]([O:9][CH3:10])[C:7](=[O:8])[C:2]([C:25]3[N:21]([C:15]4[CH:16]=[CH:17][CH:18]=[CH:19][CH:20]=4)[N:22]=[CH:23][CH:24]=3)=[N:3]2)[CH2:14][CH2:13]1. (5) Given the reactants [CH2:1]([N:8]1[CH2:12][CH2:11][CH:10]([C:13](OC)=[O:14])[CH2:9]1)[C:2]1[CH:7]=[CH:6][CH:5]=[CH:4][CH:3]=1.[H-].[Al+3].[Li+].[H-].[H-].[H-], predict the reaction product. The product is: [CH2:1]([N:8]1[CH2:12][CH2:11][CH:10]([CH2:13][OH:14])[CH2:9]1)[C:2]1[CH:7]=[CH:6][CH:5]=[CH:4][CH:3]=1. (6) Given the reactants Br[C:2]1[C:11]([O:12][CH2:13][CH3:14])=[CH:10][C:5]([C:6]([O:8][CH3:9])=[O:7])=[CH:4][C:3]=1[O:15][CH2:16][CH3:17].CC1(C)C(C)(C)OB([C:26]2[CH:27]=[N:28][O:29][CH:30]=2)O1.P([O-])([O-])([O-])=O.[K+].[K+].[K+].C1(P(C2CCCCC2)C2C=CC=CC=2C2C(OC)=CC=CC=2OC)CCCCC1, predict the reaction product. The product is: [CH2:16]([O:15][C:3]1[CH:4]=[C:5]([CH:10]=[C:11]([O:12][CH2:13][CH3:14])[C:2]=1[C:26]1[CH:27]=[N:28][O:29][CH:30]=1)[C:6]([O:8][CH3:9])=[O:7])[CH3:17].